The task is: Predict the reactants needed to synthesize the given product.. This data is from Full USPTO retrosynthesis dataset with 1.9M reactions from patents (1976-2016). Given the product [ClH:31].[N:17]1([C:14]2[N:15]=[CH:16][C:11]([C:8]3[N:9]=[N:10][N:6]([CH2:5][C:4]([O:3][CH2:1][CH3:2])=[O:30])[N:7]=3)=[CH:12][N:13]=2)[CH2:18][CH2:19][NH:20][CH2:21][CH2:22]1, predict the reactants needed to synthesize it. The reactants are: [CH2:1]([O:3][C:4](=[O:30])[CH2:5][N:6]1[N:10]=[N:9][C:8]([C:11]2[CH:12]=[N:13][C:14]([N:17]3[CH2:22][CH2:21][N:20](C(OC(C)(C)C)=O)[CH2:19][CH2:18]3)=[N:15][CH:16]=2)=[N:7]1)[CH3:2].[ClH:31].O1CCOCC1.